Dataset: Catalyst prediction with 721,799 reactions and 888 catalyst types from USPTO. Task: Predict which catalyst facilitates the given reaction. Reactant: [NH2:1][C@H:2]([C:6]([OH:8])=[O:7])[C@H:3]([CH3:5])[OH:4].[C:9](O[C:9]([O:11][C:12]([CH3:15])([CH3:14])[CH3:13])=[O:10])([O:11][C:12]([CH3:15])([CH3:14])[CH3:13])=[O:10].C(N(CC)CC)C. Product: [C:12]([O:11][C:9]([NH:1][C@H:2]([C:6]([OH:8])=[O:7])[C@H:3]([CH3:5])[OH:4])=[O:10])([CH3:15])([CH3:14])[CH3:13]. The catalyst class is: 127.